Dataset: Full USPTO retrosynthesis dataset with 1.9M reactions from patents (1976-2016). Task: Predict the reactants needed to synthesize the given product. (1) Given the product [CH:27]([O:26][C:21]1[CH:20]=[CH:19][C:18]([C:16]2[O:15][N:14]=[C:13]([C:8]3[C:9]4[CH2:10][CH2:11][CH2:12][C@@H:3]([NH:2][CH2:35][CH2:34][S:31]([CH3:30])(=[O:33])=[O:32])[C:4]=4[CH:5]=[CH:6][CH:7]=3)[N:17]=2)=[CH:25][C:22]=1[C:23]#[N:24])([CH3:29])[CH3:28], predict the reactants needed to synthesize it. The reactants are: Cl.[NH2:2][C@@H:3]1[CH2:12][CH2:11][CH2:10][C:9]2[C:8]([C:13]3[N:17]=[C:16]([C:18]4[CH:19]=[CH:20][C:21]([O:26][CH:27]([CH3:29])[CH3:28])=[C:22]([CH:25]=4)[C:23]#[N:24])[O:15][N:14]=3)=[CH:7][CH:6]=[CH:5][C:4]1=2.[CH3:30][S:31]([CH:34]=[CH2:35])(=[O:33])=[O:32]. (2) Given the product [F:14][C:15]1[CH:21]=[CH:20][CH:19]=[CH:18][C:16]=1[NH:17][S:4]([CH:1]([CH3:3])[CH3:2])(=[O:6])=[O:5], predict the reactants needed to synthesize it. The reactants are: [CH:1]1([S:4](Cl)(=[O:6])=[O:5])[CH2:3][CH2:2]1.N1C=CC=CC=1.[F:14][C:15]1[CH:21]=[CH:20][CH:19]=[CH:18][C:16]=1[NH2:17].C(OCC)C. (3) Given the product [O:1]=[C:2]1[N:6]([C:7]2[CH:8]=[CH:9][C:10]3[C:16](=[O:17])[C:15](=[CH:29][C:25]4[S:24][CH:28]=[CH:27][N:26]=4)[CH2:14][CH2:13][CH2:12][C:11]=3[CH:18]=2)[CH2:5][C@H:4]([CH2:19][NH:20][C:21](=[O:23])[CH3:22])[O:3]1, predict the reactants needed to synthesize it. The reactants are: [O:1]=[C:2]1[N:6]([C:7]2[CH:8]=[CH:9][C:10]3[C:16](=[O:17])[CH2:15][CH2:14][CH2:13][CH2:12][C:11]=3[CH:18]=2)[CH2:5][C@H:4]([CH2:19][NH:20][C:21](=[O:23])[CH3:22])[O:3]1.[S:24]1[CH:28]=[CH:27][N:26]=[C:25]1[CH:29]=O.N1CCCCC1. (4) Given the product [CH:15]([N:18]=[C:1]([C:4]1[CH:14]=[CH:13][C:7]([C:8]([O:10][CH2:11][CH3:12])=[O:9])=[CH:6][CH:5]=1)[CH3:2])([CH3:17])[CH3:16], predict the reactants needed to synthesize it. The reactants are: [C:1]([C:4]1[CH:14]=[CH:13][C:7]([C:8]([O:10][CH2:11][CH3:12])=[O:9])=[CH:6][CH:5]=1)(=O)[CH3:2].[CH:15]([NH2:18])([CH3:17])[CH3:16].[OH-].[Na+]. (5) Given the product [Cl:3][C:2]1[C:1](=[O:9])[N:16]([C:10]2[CH:15]=[CH:14][CH:13]=[CH:12][CH:11]=2)[N:17]=[CH:6][C:4]=1[Cl:5], predict the reactants needed to synthesize it. The reactants are: [C:1]([OH:9])(=O)/[C:2](=[C:4](\[CH:6]=O)/[Cl:5])/[Cl:3].[C:10]1([NH:16][NH2:17])[CH:15]=[CH:14][CH:13]=[CH:12][CH:11]=1. (6) Given the product [F:1][C:2]1[CH:7]=[CH:6][CH:5]=[C:4]([F:8])[C:3]=1[N:9]1[C:14]2[N:15]=[C:16]([N:58]3[CH2:59][CH2:61][CH:50]([CH2:49][NH:41][C:42](=[O:48])[O:43][C:44]([CH3:47])([CH3:46])[CH3:45])[CH2:63][CH2:62]3)[N:17]=[C:18]([C:19]3[CH:20]=[C:21]([C:22]([NH:24][C:25]4[CH:30]=[CH:29][C:28]([F:31])=[CH:27][CH:26]=4)=[O:23])[CH:32]=[CH:33][C:34]=3[CH3:35])[C:13]=2[CH2:12][NH:11][C:10]1=[O:39], predict the reactants needed to synthesize it. The reactants are: [F:1][C:2]1[CH:7]=[CH:6][CH:5]=[C:4]([F:8])[C:3]=1[N:9]1[C:14]2[N:15]=[C:16](S(C)=O)[N:17]=[C:18]([C:19]3[CH:20]=[C:21]([CH:32]=[CH:33][C:34]=3[CH3:35])[C:22]([NH:24][C:25]3[CH:30]=[CH:29][C:28]([F:31])=[CH:27][CH:26]=3)=[O:23])[C:13]=2[CH2:12][NH:11][C:10]1=[O:39].C[N:41]([CH:49]1CCNC[CH2:50]1)[C:42](=[O:48])[O:43][C:44]([CH3:47])([CH3:46])[CH3:45].C([N:58]([CH2:62][CH3:63])[CH:59]([CH3:61])C)(C)C. (7) Given the product [C:30]([C:27]([C:23]1[CH:22]=[C:21]([CH:26]=[CH:25][CH:24]=1)[C:20]([NH:19][C:14]1[CH:15]=[CH:16][C:17]([CH3:18])=[C:12]([N:6]2[C:53](=[O:54])[C:55]3[C:9](=[CH:4][CH:3]=[C:2]([C:48]#[C:47][CH2:46][N:45]([CH3:49])[CH3:44])[CH:11]=3)[N:8]=[CH:7]2)[CH:13]=1)=[O:32])([CH3:28])[CH3:29])#[N:31], predict the reactants needed to synthesize it. The reactants are: Br[C:2]1[CH:3]=[C:4]2[C:9](=C[CH:11]=1)[N:8]=[CH:7][N:6]([C:12]1[CH:13]=[C:14]([NH:19][C:20](=[O:32])[C:21]3[CH:26]=[CH:25][CH:24]=[C:23]([C:27]([C:30]#[N:31])([CH3:29])[CH3:28])[CH:22]=3)[CH:15]=[CH:16][C:17]=1[CH3:18])C2=O.C(#N)C.C(N(CC)CC)C.[CH3:44][N:45]([CH3:49])[CH2:46][C:47]#[CH:48].CCO[C:53]([CH3:55])=[O:54]. (8) Given the product [Br:1][C:2]1[CH:10]=[CH:9][C:5]([C:6]([N:27]2[CH2:28][CH2:29][N:24]([C:21]3[C:20]([CH3:30])=[CH:19][C:18]([CH2:16][CH3:17])=[CH:23][N:22]=3)[CH2:25][CH2:26]2)=[O:8])=[C:4]([S:11]([CH3:14])(=[O:13])=[O:12])[CH:3]=1, predict the reactants needed to synthesize it. The reactants are: [Br:1][C:2]1[CH:10]=[CH:9][C:5]([C:6]([OH:8])=O)=[C:4]([S:11]([CH3:14])(=[O:13])=[O:12])[CH:3]=1.Cl.[CH2:16]([C:18]1[CH:19]=[C:20]([CH3:30])[C:21]([N:24]2[CH2:29][CH2:28][NH:27][CH2:26][CH2:25]2)=[N:22][CH:23]=1)[CH3:17].